From a dataset of Full USPTO retrosynthesis dataset with 1.9M reactions from patents (1976-2016). Predict the reactants needed to synthesize the given product. (1) Given the product [Si:1]([O:8][CH2:9][CH:10]=[O:11])([C:4]([CH3:7])([CH3:6])[CH3:5])([CH3:3])[CH3:2], predict the reactants needed to synthesize it. The reactants are: [Si:1]([O:8][CH2:9][CH2:10][OH:11])([C:4]([CH3:7])([CH3:6])[CH3:5])([CH3:3])[CH3:2].CC1(C)N(O)C(C)(C)CC(O)C1. (2) Given the product [Cl:13][C:14]1[CH:32]=[CH:31][C:17]([CH2:18][N:19]2[C:27]3[C:22](=[C:23]([F:30])[C:24](/[CH:28]=[C:4]4/[C:5](=[O:12])[N:6]([NH:7][S:8]([CH3:11])(=[O:10])=[O:9])[C:2](=[O:1])[S:3]/4)=[CH:25][CH:26]=3)[CH:21]=[N:20]2)=[C:16]([C:33]([F:34])([F:35])[F:36])[CH:15]=1, predict the reactants needed to synthesize it. The reactants are: [O:1]=[C:2]1[N:6]([NH:7][S:8]([CH3:11])(=[O:10])=[O:9])[C:5](=[O:12])[CH2:4][S:3]1.[Cl:13][C:14]1[CH:32]=[CH:31][C:17]([CH2:18][N:19]2[C:27]3[C:22](=[C:23]([F:30])[C:24]([CH:28]=O)=[CH:25][CH:26]=3)[CH:21]=[N:20]2)=[C:16]([C:33]([F:36])([F:35])[F:34])[CH:15]=1. (3) Given the product [CH:22]1([C:21]2[N:17]([CH:14]3[CH2:13][CH2:12][NH:11][CH2:16][CH2:15]3)[N:18]=[CH:19][C:20]=2[C:25]([O:27][CH3:28])=[O:26])[CH2:23][CH2:24]1, predict the reactants needed to synthesize it. The reactants are: C(OC([N:11]1[CH2:16][CH2:15][CH:14]([N:17]2[C:21]([CH:22]3[CH2:24][CH2:23]3)=[C:20]([C:25]([O:27][CH3:28])=[O:26])[CH:19]=[N:18]2)[CH2:13][CH2:12]1)=O)C1C=CC=CC=1. (4) Given the product [Cl:4][CH2:5][C:6]1[CH:13]=[CH:12][C:9]([CH:10]=[N:2][OH:3])=[CH:8][CH:7]=1, predict the reactants needed to synthesize it. The reactants are: Cl.[NH2:2][OH:3].[Cl:4][CH2:5][C:6]1[CH:13]=[CH:12][C:9]([CH:10]=O)=[CH:8][CH:7]=1. (5) Given the product [CH3:18][O:17][CH2:16]/[CH:15]=[CH:14]/[C:10]1[C:7]2[C:8]([NH2:9])=[N:2][S:1](=[O:4])(=[O:3])[NH:5][C:6]=2[CH:13]=[CH:12][CH:11]=1, predict the reactants needed to synthesize it. The reactants are: [S:1]([NH:5][C:6]1[CH:13]=[CH:12][CH:11]=[C:10](/[CH:14]=[CH:15]/[CH2:16][O:17][CH3:18])[C:7]=1[C:8]#[N:9])(=[O:4])(=[O:3])[NH2:2].[OH-].[Na+].